From a dataset of Reaction yield outcomes from USPTO patents with 853,638 reactions. Predict the reaction yield, written as a fraction of the theoretical maximum amount of product (1.0 means a 100% yield; for example, 0.34 means a 34% yield). (1) The reactants are CO.C[O:4][C:5]([C:7]1[C:11]2[CH:12]=[CH:13][CH:14]=[CH:15][C:10]=2[S:9][CH:8]=1)=[O:6].[OH-].[Li+].Cl. The catalyst is O.O1CCCC1. The product is [S:9]1[C:10]2[CH:15]=[CH:14][CH:13]=[CH:12][C:11]=2[C:7]([C:5]([OH:6])=[O:4])=[CH:8]1. The yield is 1.00. (2) The reactants are Br[C:2]1[C:3]([C:18]2[CH:23]=[CH:22][C:21]([O:24][CH3:25])=[CH:20][CH:19]=2)=[N:4][N:5]([CH3:17])[C:6]=1[CH2:7][CH2:8][O:9][Si:10]([C:13]([CH3:16])([CH3:15])[CH3:14])([CH3:12])[CH3:11].[CH3:26][C:27]1[C:31](B(O)O)=[C:30]([CH3:35])[O:29][N:28]=1.C([O-])([O-])=O.[K+].[K+]. The product is [Si:10]([O:9][CH2:8][CH2:7][C:6]1[N:5]([CH3:17])[N:4]=[C:3]([C:18]2[CH:23]=[CH:22][C:21]([O:24][CH3:25])=[CH:20][CH:19]=2)[C:2]=1[C:31]1[C:27]([CH3:26])=[N:28][O:29][C:30]=1[CH3:35])([C:13]([CH3:16])([CH3:15])[CH3:14])([CH3:12])[CH3:11]. The catalyst is COCCOC.O.C1C=CC([P]([Pd]([P](C2C=CC=CC=2)(C2C=CC=CC=2)C2C=CC=CC=2)([P](C2C=CC=CC=2)(C2C=CC=CC=2)C2C=CC=CC=2)[P](C2C=CC=CC=2)(C2C=CC=CC=2)C2C=CC=CC=2)(C2C=CC=CC=2)C2C=CC=CC=2)=CC=1. The yield is 0.240.